This data is from Forward reaction prediction with 1.9M reactions from USPTO patents (1976-2016). The task is: Predict the product of the given reaction. (1) Given the reactants [NH:1]1[C:5]2[CH:6]=[CH:7][CH:8]=[CH:9][C:4]=2[N:3]=[C:2]1[CH:10]([NH:20][C:21]([NH:23][CH2:24]C1C=CC=CC=1OC)=[O:22])[CH2:11][C:12]1[CH:17]=[CH:16][C:15]([O:18][CH3:19])=[CH:14][CH:13]=1.[CH3:33][O:34][C:35]1[CH:40]=[CH:39][C:38]([CH2:41]CN)=[CH:37][CH:36]=1.C(O)(C(F)(F)F)=O, predict the reaction product. The product is: [NH:1]1[C:5]2[CH:6]=[CH:7][CH:8]=[CH:9][C:4]=2[N:3]=[C:2]1[CH:10]([NH:20][C:21]([NH:23][CH2:24][CH2:41][C:38]1[CH:39]=[CH:40][C:35]([O:34][CH3:33])=[CH:36][CH:37]=1)=[O:22])[CH2:11][C:12]1[CH:17]=[CH:16][C:15]([O:18][CH3:19])=[CH:14][CH:13]=1. (2) Given the reactants [F:1][C:2]1[CH:7]=[CH:6][C:5]([N:8]2[C:12]([C:13]([OH:15])=O)=[CH:11][N:10]=[C:9]2[S:16][CH2:17][C:18]2[C:23]([F:24])=[CH:22][CH:21]=[C:20]([F:25])[C:19]=2[F:26])=[CH:4][CH:3]=1.[CH3:27][N:28](C=O)[CH3:29].[CH2:32](N(CC)CC)C.CN(C(ON1N=[N:54][C:49]2[CH:50]=[CH:51][CH:52]=[CH:53]C1=2)=[N+](C)C)C.[B-](F)(F)(F)F, predict the reaction product. The product is: [F:1][C:2]1[CH:3]=[CH:4][C:5]([N:8]2[C:12]([C:13]([N:28]([CH3:29])[CH2:27][C:51]3[CH:50]=[CH:49][N:54]=[CH:32][C:52]=3[CH3:53])=[O:15])=[CH:11][N:10]=[C:9]2[S:16][CH2:17][C:18]2[C:23]([F:24])=[CH:22][CH:21]=[C:20]([F:25])[C:19]=2[F:26])=[CH:6][CH:7]=1. (3) Given the reactants [Si:1]([O:8][C@H:9]1[CH2:18][C:17]([CH3:20])([CH3:19])[CH2:16][C:15]2[N:14]=[C:13]([CH:21]([CH3:23])[CH3:22])[C:12]([CH:24]=[O:25])=[C:11]([I:26])[C:10]1=2)([C:4]([CH3:7])([CH3:6])[CH3:5])([CH3:3])[CH3:2].Br[C:28]1[CH:33]=[C:32]([F:34])[C:31]([Si:35]([CH3:38])([CH3:37])[CH3:36])=[C:30]([F:39])[CH:29]=1.C([Mg]Cl)(C)C.[Cl-].[Li+].BrBr.[Mg], predict the reaction product. The product is: [Si:1]([O:8][C@H:9]1[CH2:18][C:17]([CH3:19])([CH3:20])[CH2:16][C:15]2[N:14]=[C:13]([CH:21]([CH3:22])[CH3:23])[C:12]([C@H:24]([C:28]3[CH:29]=[C:30]([F:39])[C:31]([Si:35]([CH3:37])([CH3:36])[CH3:38])=[C:32]([F:34])[CH:33]=3)[OH:25])=[C:11]([I:26])[C:10]1=2)([C:4]([CH3:5])([CH3:6])[CH3:7])([CH3:3])[CH3:2]. (4) Given the reactants C(OC(=O)[NH:7][CH2:8][C:9]1[CH:14]=[C:13]([CH:15]=[CH2:16])[C:12]([NH:17][S:18]([CH3:21])(=[O:20])=[O:19])=[CH:11][C:10]=1[Cl:22])(C)(C)C, predict the reaction product. The product is: [NH2:7][CH2:8][C:9]1[C:10]([Cl:22])=[CH:11][C:12]([NH:17][S:18]([CH3:21])(=[O:20])=[O:19])=[C:13]([CH:15]=[CH2:16])[CH:14]=1. (5) Given the reactants C[O:2][C:3]([C:5]1([CH3:25])[CH2:10][CH2:9][CH2:8][N:7]([C:11]([O:13][C:14]([CH3:17])([CH3:16])[CH3:15])=[O:12])[N:6]1[C:18]([O:20][C:21]([CH3:24])([CH3:23])[CH3:22])=[O:19])=[O:4].O.[OH-].[Li+], predict the reaction product. The product is: [C:14]([O:13][C:11]([N:7]1[CH2:8][CH2:9][CH2:10][C:5]([CH3:25])([C:3]([OH:4])=[O:2])[N:6]1[C:18]([O:20][C:21]([CH3:24])([CH3:23])[CH3:22])=[O:19])=[O:12])([CH3:17])([CH3:15])[CH3:16]. (6) Given the reactants [N+:1]([C:4]1[CH:9]=[CH:8][CH:7]=[CH:6][C:5]=1[CH2:10][C:11](=O)[C:12]([OH:14])=[O:13])([O-:3])=[O:2].[Cl:16][C:17]1[CH:18]=[C:19]([C:24]2[N:25]=[C:26]([NH:29][NH2:30])[S:27][CH:28]=2)[CH:20]=[CH:21][C:22]=1[Cl:23], predict the reaction product. The product is: [Cl:16][C:17]1[CH:18]=[C:19]([C:24]2[N:25]=[C:26]([NH:29][N:30]=[C:11]([CH2:10][C:5]3[CH:6]=[CH:7][CH:8]=[CH:9][C:4]=3[N+:1]([O-:3])=[O:2])[C:12]([OH:14])=[O:13])[S:27][CH:28]=2)[CH:20]=[CH:21][C:22]=1[Cl:23]. (7) Given the reactants C([O:8][CH2:9][CH:10]=[CH:11][C@H:12]([NH:14][C:15](=[O:20])[C:16]([F:19])([F:18])[F:17])[CH3:13])C1C=CC=CC=1.[H][H].ClCCl, predict the reaction product. The product is: [F:17][C:16]([F:18])([F:19])[C:15]([NH:14][C@H:12]([CH3:13])[CH2:11][CH2:10][CH2:9][OH:8])=[O:20]. (8) Given the reactants [CH3:1][O:2][C:3]1[CH:8]=[CH:7][C:6]([CH2:9][N:10]2[CH:14]=[C:13]([C:15]3[CH:20]=[CH:19][N:18]=[C:17]4[NH:21][CH:22]=[CH:23][C:16]=34)[C:12]([C:24]3[CH:30]=[CH:29][C:27]([NH2:28])=[CH:26][CH:25]=3)=[N:11]2)=[CH:5][CH:4]=1.[C:31]1([N:37]=[C:38]=[O:39])[CH:36]=[CH:35][CH:34]=[CH:33][CH:32]=1, predict the reaction product. The product is: [CH3:1][O:2][C:3]1[CH:4]=[CH:5][C:6]([CH2:9][N:10]2[CH:14]=[C:13]([C:15]3[CH:20]=[CH:19][N:18]=[C:17]4[NH:21][CH:22]=[CH:23][C:16]=34)[C:12]([C:24]3[CH:30]=[CH:29][C:27]([NH:28][C:38]([NH:37][C:31]4[CH:36]=[CH:35][CH:34]=[CH:33][CH:32]=4)=[O:39])=[CH:26][CH:25]=3)=[N:11]2)=[CH:7][CH:8]=1. (9) Given the reactants [CH:1]1[CH:2]=[CH:3][C:4](P([C:1]2[C:6]([C:1]3[C:6](P([C:1]4[CH:6]=[CH:5][CH:4]=[CH:3][CH:2]=4)[C:1]4[CH:6]=[CH:5][CH:4]=[CH:3][CH:2]=4)=[CH:5][CH:4]=[C:3]4[C:2]=3C=CC=C4)=[C:5]3[C:4](C=CC=C3)=[CH:3][CH:2]=2)[C:1]2[CH:6]=[CH:5][CH:4]=[CH:3][CH:2]=2)=[CH:5][CH:6]=1.C(=O)([O-])[O-].[Cs+].[Cs+].[NH2:53][C:54]1[CH:63]=[C:62]2[C:57]([CH2:58][CH2:59][N:60]([C:65]3[CH:66]=[N:67][CH:68]=[CH:69][C:70]=3[CH3:71])[C:61]2=[O:64])=[CH:56][CH:55]=1.IC1C=NC=CC=1C, predict the reaction product. The product is: [CH3:71][C:70]1[CH:69]=[CH:68][N:67]=[CH:66][C:65]=1[N:60]1[CH2:59][CH2:58][C:57]2[C:62](=[CH:63][C:54]([NH:53][C:1]3[CH:2]=[CH:3][CH:4]=[CH:5][CH:6]=3)=[CH:55][CH:56]=2)[C:61]1=[O:64].